This data is from Catalyst prediction with 721,799 reactions and 888 catalyst types from USPTO. The task is: Predict which catalyst facilitates the given reaction. (1) The catalyst class is: 13. Reactant: ClC1C=CC=C(C(OO)=[O:9])C=1.C(Cl)Cl.[C:15]([S:19]([NH:21][CH:22]1[CH2:27][CH2:26][CH:25]([C:28]([O:30][CH2:31][CH3:32])=[O:29])[CH2:24][CH2:23]1)=[O:20])([CH3:18])([CH3:17])[CH3:16]. Product: [C:15]([S:19]([NH:21][CH:22]1[CH2:27][CH2:26][CH:25]([C:28]([O:30][CH2:31][CH3:32])=[O:29])[CH2:24][CH2:23]1)(=[O:9])=[O:20])([CH3:18])([CH3:17])[CH3:16]. (2) Reactant: [CH3:1][S:2](Cl)(=[O:4])=[O:3].[Cl:6][C:7]1[N:12]=[C:11]([NH:13][C:14]2[C:15]([NH2:20])=[CH:16][CH:17]=[CH:18][CH:19]=2)[C:10]([F:21])=[CH:9][N:8]=1. Product: [Cl:6][C:7]1[N:12]=[C:11]([NH:13][C:14]2[CH:19]=[CH:18][CH:17]=[CH:16][C:15]=2[NH:20][S:2]([CH3:1])(=[O:4])=[O:3])[C:10]([F:21])=[CH:9][N:8]=1. The catalyst class is: 228.